Predict which catalyst facilitates the given reaction. From a dataset of Catalyst prediction with 721,799 reactions and 888 catalyst types from USPTO. (1) Reactant: [CH2:1]([NH2:13])[CH2:2][CH2:3][CH2:4][CH2:5][CH2:6][CH2:7][CH2:8][CH2:9][CH2:10][CH2:11][CH3:12].[Li]CCCC.C([O:21][C:22]([C:24]1[CH:25]=[C:26]([C:35]2[CH:40]=[CH:39][CH:38]=[C:37]([Cl:41])[CH:36]=2)[C:27]([O:31][CH2:32][CH2:33][OH:34])=[C:28]([Br:30])[CH:29]=1)=O)C.CCOC(C)=O. Product: [CH2:1]([NH:13][C:22]([C:24]1[CH:25]=[C:26]([C:35]2[CH:40]=[CH:39][CH:38]=[C:37]([Cl:41])[CH:36]=2)[C:27]([O:31][CH2:32][CH2:33][OH:34])=[C:28]([Br:30])[CH:29]=1)=[O:21])[CH2:2][CH2:3][CH2:4][CH2:5][CH2:6][CH2:7][CH2:8][CH2:9][CH2:10][CH2:11][CH3:12]. The catalyst class is: 1. (2) Reactant: Cl[CH2:2][CH2:3][CH2:4][CH2:5][N:6]1[C:10]2[CH:11]=[CH:12][CH:13]=[CH:14][C:9]=2[N:8]=[CH:7]1.[C:15]1([N:25]2[CH2:30][CH2:29][NH:28][CH2:27][CH2:26]2)[C:24]2[C:19](=[CH:20][CH:21]=[CH:22][CH:23]=2)[CH:18]=[CH:17][CH:16]=1.C(N(C(C)C)CC)(C)C.[I-].[K+]. Product: [C:15]1([N:25]2[CH2:30][CH2:29][N:28]([CH2:2][CH2:3][CH2:4][CH2:5][N:6]3[C:10]4[CH:11]=[CH:12][CH:13]=[CH:14][C:9]=4[N:8]=[CH:7]3)[CH2:27][CH2:26]2)[C:24]2[C:19](=[CH:20][CH:21]=[CH:22][CH:23]=2)[CH:18]=[CH:17][CH:16]=1. The catalyst class is: 10. (3) Reactant: [OH:1][C:2]1[CH:11]=[C:10]2[C:5]([CH:6]=[C:7]([C:14]3[CH:19]=[CH:18][C:17]([O:20][CH3:21])=[CH:16][CH:15]=3)[CH:8]=[C:9]2[C:12]#[N:13])=[CH:4][CH:3]=1.C1C(=O)N([Br:29])C(=O)C1. Product: [Br:29][C:11]1[C:2]([OH:1])=[CH:3][CH:4]=[C:5]2[C:10]=1[C:9]([C:12]#[N:13])=[CH:8][C:7]([C:14]1[CH:19]=[CH:18][C:17]([O:20][CH3:21])=[CH:16][CH:15]=1)=[CH:6]2. The catalyst class is: 1. (4) Reactant: [NH3:1].[NH2:2][C:3]1[C:4]([C:10]([O:12]C)=O)=[N:5][C:6]([I:9])=[CH:7][N:8]=1. Product: [NH2:2][C:3]1[C:4]([C:10]([NH2:1])=[O:12])=[N:5][C:6]([I:9])=[CH:7][N:8]=1. The catalyst class is: 72. (5) Reactant: [CH3:1][O:2][C:3]1[CH:8]=[CH:7][CH:6]=[CH:5][C:4]=1[C:9]1[N:10]=[C:11]([NH2:14])[S:12][CH:13]=1.[C:15](Cl)(=[O:22])[C:16]1[CH:21]=[CH:20][CH:19]=[CH:18][CH:17]=1. Product: [CH3:1][O:2][C:3]1[CH:8]=[CH:7][CH:6]=[CH:5][C:4]=1[C:9]1[N:10]=[C:11]([NH:14][C:15](=[O:22])[C:16]2[CH:21]=[CH:20][CH:19]=[CH:18][CH:17]=2)[S:12][CH:13]=1. The catalyst class is: 17. (6) Reactant: [Cl:1][C:2]1[CH:7]=[CH:6][C:5]([C@H:8]2[CH2:12][NH:11][CH2:10][C@@:9]2([N:14]([CH3:25])[C:15](=[O:24])[O:16][C:17]2[CH:22]=[CH:21][C:20]([F:23])=[CH:19][CH:18]=2)[CH3:13])=[CH:4][CH:3]=1.[C:26]([N:31]1[CH2:36][CH2:35][CH:34]([C:37](O)=[O:38])[CH2:33][CH2:32]1)(=[O:30])[CH:27]([CH3:29])[CH3:28].CN(C(ON1N=NC2C=CC=NC1=2)=[N+](C)C)C.F[P-](F)(F)(F)(F)F.CCN(C(C)C)C(C)C. Product: [F:23][C:20]1[CH:19]=[CH:18][C:17]([O:16][C:15](=[O:24])[N:14]([C@:9]2([CH3:13])[C@@H:8]([C:5]3[CH:4]=[CH:3][C:2]([Cl:1])=[CH:7][CH:6]=3)[CH2:12][N:11]([C:37]([CH:34]3[CH2:33][CH2:32][N:31]([C:26](=[O:30])[CH:27]([CH3:28])[CH3:29])[CH2:36][CH2:35]3)=[O:38])[CH2:10]2)[CH3:25])=[CH:22][CH:21]=1. The catalyst class is: 3.